Dataset: Forward reaction prediction with 1.9M reactions from USPTO patents (1976-2016). Task: Predict the product of the given reaction. (1) Given the reactants [F:1][C:2]([F:26])([F:25])[CH2:3][NH:4][C:5]([C:7]1([CH2:20][CH2:21][CH2:22][CH2:23]Br)[C:19]2[CH:18]=[CH:17][CH:16]=[CH:15][C:14]=2[C:13]2[C:8]1=[CH:9][CH:10]=[CH:11][CH:12]=2)=[O:6].[CH3:27][C@H:28]1[NH:33][C@@H:32]([CH3:34])[CH2:31][N:30]([C:35]2[N:39]([CH3:40])[C:38]3[CH:41]=[CH:42][CH:43]=[CH:44][C:37]=3[N:36]=2)[CH2:29]1, predict the reaction product. The product is: [F:1][C:2]([F:26])([F:25])[CH2:3][NH:4][C:5]([C:7]1([CH2:20][CH2:21][CH2:22][CH2:23][N:33]2[C@H:32]([CH3:34])[CH2:31][N:30]([C:35]3[N:39]([CH3:40])[C:38]4[CH:41]=[CH:42][CH:43]=[CH:44][C:37]=4[N:36]=3)[CH2:29][C@@H:28]2[CH3:27])[C:19]2[CH:18]=[CH:17][CH:16]=[CH:15][C:14]=2[C:13]2[C:8]1=[CH:9][CH:10]=[CH:11][CH:12]=2)=[O:6]. (2) Given the reactants [C:1]([O:5][C:6](=[O:30])[N:7]([C:20]1[C:21]2[N:22]([CH:27]=[CH:28][N:29]=2)[C:23](Br)=[CH:24][N:25]=1)[C:8]1[CH:13]=[CH:12][C:11]([N:14]2[CH2:19][CH2:18][O:17][CH2:16][CH2:15]2)=[CH:10][CH:9]=1)([CH3:4])([CH3:3])[CH3:2].C([Mg]Cl)(C)C.[CH2:36]([Sn:40](Cl)([CH2:45][CH2:46][CH2:47][CH3:48])[CH2:41][CH2:42][CH2:43][CH3:44])[CH2:37][CH2:38][CH3:39], predict the reaction product. The product is: [C:1]([O:5][C:6](=[O:30])[N:7]([C:8]1[CH:13]=[CH:12][C:11]([N:14]2[CH2:19][CH2:18][O:17][CH2:16][CH2:15]2)=[CH:10][CH:9]=1)[C:20]1[C:21]2[N:22]([CH:27]=[CH:28][N:29]=2)[C:23]([Sn:40]([CH2:41][CH2:42][CH2:43][CH3:44])([CH2:45][CH2:46][CH2:47][CH3:48])[CH2:36][CH2:37][CH2:38][CH3:39])=[CH:24][N:25]=1)([CH3:4])([CH3:3])[CH3:2]. (3) Given the reactants [CH2:1]([C:5]1[CH:10]=[CH:9][C:8]([CH:11]([CH3:15])[C:12](Cl)=[O:13])=[CH:7][CH:6]=1)[CH:2](C)C.[CH3:16][N:17]([CH3:27])[C:18]1[CH:23]=[CH:22][C:21]([CH2:24][CH2:25][OH:26])=[CH:20][CH:19]=1.N1C=CC=C[CH:29]=1, predict the reaction product. The product is: [CH:1]([C:5]1[CH:6]=[CH:7][C:8]([CH:11]([CH3:15])[C:12]([O:26][CH2:25][CH2:24][C:21]2[CH:22]=[CH:23][C:18]([N:17]([CH3:16])[CH3:27])=[CH:19][CH:20]=2)=[O:13])=[CH:9][CH:10]=1)([CH3:2])[CH3:29]. (4) Given the reactants [CH3:1][O:2][C:3]1[CH:4]=[C:5]([CH2:9][C:10]([OH:12])=[O:11])[CH:6]=[CH:7][CH:8]=1.[Br:13]Br, predict the reaction product. The product is: [Br:13][C:6]1[CH:7]=[CH:8][C:3]([O:2][CH3:1])=[CH:4][C:5]=1[CH2:9][C:10]([OH:12])=[O:11]. (5) Given the reactants [Cl:1][C:2]1[CH:10]=[C:9]2[C:5]([C@@:6]3([C@@H:15]([C:16]4[CH:21]=[CH:20][N:19]=[C:18]([Cl:22])[C:17]=4[F:23])[C@H:14]([C:24]([O:26]CC)=[O:25])[NH:13][C:12]43[CH2:33][CH2:32][C:31]([CH3:35])([CH3:34])[CH2:30][CH2:29]4)[C:7](=[O:11])[NH:8]2)=[CH:4][CH:3]=1.[OH-].[Na+].Cl.O, predict the reaction product. The product is: [Cl:1][C:2]1[CH:10]=[C:9]2[C:5]([C:6]3([C@@H:15]([C:16]4[CH:21]=[CH:20][N:19]=[C:18]([Cl:22])[C:17]=4[F:23])[C@H:14]([C:24]([OH:26])=[O:25])[NH:13][C:12]43[CH2:33][CH2:32][C:31]([CH3:35])([CH3:34])[CH2:30][CH2:29]4)[C:7](=[O:11])[NH:8]2)=[CH:4][CH:3]=1. (6) Given the reactants [CH3:1][C:2]1[C:10]([CH2:11][O:12][Si](C(C)(C)C)(C)C)=[N:9][C:8]([N:20]([CH2:26][O:27][CH3:28])[C:21]2[S:22][CH:23]=[CH:24][N:25]=2)=[CH:7][C:3]=1[C:4]([OH:6])=[O:5].C(Cl)(Cl)Cl.FC(F)(F)C(O)=O, predict the reaction product. The product is: [CH3:1][C:2]1[C:10]([CH2:11][OH:12])=[N:9][C:8]([N:20]([CH2:26][O:27][CH3:28])[C:21]2[S:22][CH:23]=[CH:24][N:25]=2)=[CH:7][C:3]=1[C:4]([OH:6])=[O:5]. (7) Given the reactants Cl.[Cl:2][C:3]1[CH:4]=[C:5]([NH:10][C:11]2[C:16]([NH:17][NH2:18])=[N:15][C:14]3=[N:19][O:20][N:21]=[C:13]3[N:12]=2)[CH:6]=[CH:7][C:8]=1[F:9].[NH:22]1[C:30]2[C:25](=[CH:26][CH:27]=[CH:28][CH:29]=2)[C:24]([CH:31]=O)=[CH:23]1, predict the reaction product. The product is: [Cl:2][C:3]1[CH:4]=[C:5]([NH:10][C:11]2[C:16]([NH:17][N:18]=[CH:31][C:24]3[C:25]4[C:30](=[CH:29][CH:28]=[CH:27][CH:26]=4)[NH:22][CH:23]=3)=[N:15][C:14]3=[N:19][O:20][N:21]=[C:13]3[N:12]=2)[CH:6]=[CH:7][C:8]=1[F:9]. (8) Given the reactants [O-:1][N+:2]1[C:7]([C:8]([F:11])([F:10])[F:9])=[CH:6][CH:5]=[C:4]([C@H:12]([NH:14]C(=O)OC(C)(C)C)[CH3:13])[CH:3]=1.[ClH:22], predict the reaction product. The product is: [ClH:22].[O-:1][N+:2]1[C:7]([C:8]([F:9])([F:10])[F:11])=[CH:6][CH:5]=[C:4]([C@H:12]([NH2:14])[CH3:13])[CH:3]=1. (9) The product is: [CH2:1]([O:3][C:4](=[O:18])[CH2:5][C@H:6]([NH:17][C:19]([O:21][C:22]([CH3:25])([CH3:24])[CH3:23])=[O:20])[CH2:7][C:8]1[CH:13]=[C:12]([F:14])[C:11]([F:15])=[CH:10][C:9]=1[F:16])[CH3:2]. Given the reactants [CH2:1]([O:3][C:4](=[O:18])[CH:5]=[C:6]([NH2:17])[CH2:7][C:8]1[CH:13]=[C:12]([F:14])[C:11]([F:15])=[CH:10][C:9]=1[F:16])[CH3:2].[C:19](O[C:19]([O:21][C:22]([CH3:25])([CH3:24])[CH3:23])=[O:20])([O:21][C:22]([CH3:25])([CH3:24])[CH3:23])=[O:20], predict the reaction product. (10) Given the reactants [C:1]([NH:4][C@H:5]([C:8]([OH:10])=[O:9])[CH2:6][SH:7])(=[O:3])[CH3:2].C([O-])([O-])=O.[Na+].[Na+].[CH2:17](Br)[CH:18]=[C:19]([CH2:21][CH2:22][CH:23]=[C:24]([CH2:26][CH2:27][CH:28]=[C:29]([CH3:31])[CH3:30])[CH3:25])[CH3:20], predict the reaction product. The product is: [C:1]([NH:4][C@H:5]([C:8]([OH:10])=[O:9])[CH2:6][S:7][CH2:17][CH:18]=[C:19]([CH2:21][CH2:22][CH:23]=[C:24]([CH2:26][CH2:27][CH:28]=[C:29]([CH3:30])[CH3:31])[CH3:25])[CH3:20])(=[O:3])[CH3:2].